This data is from Forward reaction prediction with 1.9M reactions from USPTO patents (1976-2016). The task is: Predict the product of the given reaction. (1) Given the reactants [C:1]([C:5]1[CH:10]=[CH:9][C:8]([N:11]2[C:15](=[O:16])[C:14]([CH3:18])([CH3:17])[N:13]([CH2:19][C:20]3[CH:25]=[CH:24][N:23]=[C:22]([NH:26][C:27](=O)[O:28]C4C=CC=CC=4)[N:21]=3)[C:12]2=[O:36])=[CH:7][CH:6]=1)([CH3:4])([CH3:3])[CH3:2].[CH3:37][NH:38][CH3:39], predict the reaction product. The product is: [C:1]([C:5]1[CH:6]=[CH:7][C:8]([N:11]2[C:15](=[O:16])[C:14]([CH3:18])([CH3:17])[N:13]([CH2:19][C:20]3[CH:25]=[CH:24][N:23]=[C:22]([NH:26][C:27](=[O:28])[N:38]([CH3:39])[CH3:37])[N:21]=3)[C:12]2=[O:36])=[CH:9][CH:10]=1)([CH3:4])([CH3:3])[CH3:2]. (2) Given the reactants [Br:1][C:2]1[S:6][C:5]([S:7](Cl)(=[O:9])=[O:8])=[CH:4][CH:3]=1.C(N(CC)CC)C.[C:18]([N:25]1[CH2:30][CH2:29][NH:28][CH2:27][CH2:26]1)([O:20][C:21]([CH3:24])([CH3:23])[CH3:22])=[O:19], predict the reaction product. The product is: [C:21]([O:20][C:18]([N:25]1[CH2:30][CH2:29][N:28]([S:7]([C:5]2[S:6][C:2]([Br:1])=[CH:3][CH:4]=2)(=[O:9])=[O:8])[CH2:27][CH2:26]1)=[O:19])([CH3:24])([CH3:22])[CH3:23].